Dataset: Reaction yield outcomes from USPTO patents with 853,638 reactions. Task: Predict the reaction yield, written as a fraction of the theoretical maximum amount of product (1.0 means a 100% yield; for example, 0.34 means a 34% yield). (1) The reactants are [Cl:1][C:2]1[CH:3]=[CH:4][C:5]([OH:17])=[C:6]([CH2:8][C:9]2[CH:14]=[C:13]([Cl:15])[CH:12]=[CH:11][C:10]=2[OH:16])[CH:7]=1.I[CH2:19]I.C(=O)([O-])[O-].[K+].[K+]. The catalyst is CN(C=O)C. The product is [Cl:1][C:2]1[CH:3]=[CH:4][C:5]2[O:17][CH2:19][O:16][C:10]3[CH:11]=[CH:12][C:13]([Cl:15])=[CH:14][C:9]=3[CH2:8][C:6]=2[CH:7]=1. The yield is 0.840. (2) The reactants are Br[CH2:2][C:3]([C:5]1[CH:10]=[CH:9][CH:8]=[C:7]([N+:11]([O-:13])=[O:12])[CH:6]=1)=[O:4].[CH3:14][C:15]([O-:17])=[O:16].[Na+].O. The catalyst is CC(CC)=O. The product is [C:15]([O:17][CH2:2][C:3]([C:5]1[CH:10]=[CH:9][CH:8]=[C:7]([N+:11]([O-:13])=[O:12])[CH:6]=1)=[O:4])(=[O:16])[CH3:14]. The yield is 0.870. (3) The reactants are [CH3:1][O:2][C:3]1[N:8]=[C:7]([C:9]2[CH:10]=[C:11]([CH:15]=[CH:16][CH:17]=2)[C:12](O)=[O:13])[CH:6]=[C:5]([NH:18][CH2:19][CH2:20][C:21]2[CH:26]=[CH:25][C:24]([O:27][CH3:28])=[CH:23][CH:22]=2)[N:4]=1.[CH3:29][S:30]([NH2:33])(=[O:32])=[O:31].Cl.CN(C)CCCN=C=NCC.C(O)(=O)CC(CC(O)=O)(C(O)=O)O. The catalyst is CN(C)C1C=CN=CC=1.C(Cl)Cl.O. The product is [CH3:1][O:2][C:3]1[N:8]=[C:7]([C:9]2[CH:10]=[C:11]([CH:15]=[CH:16][CH:17]=2)[C:12]([NH:33][S:30]([CH3:29])(=[O:32])=[O:31])=[O:13])[CH:6]=[C:5]([NH:18][CH2:19][CH2:20][C:21]2[CH:26]=[CH:25][C:24]([O:27][CH3:28])=[CH:23][CH:22]=2)[N:4]=1. The yield is 0.450. (4) The catalyst is C(#N)C. The product is [CH3:1][NH:2][C@@H:3]1[C:8]2[CH:9]=[CH:10][CH:11]=[CH:12][C:7]=2[C@H:6]([C:13]2[CH:14]=[CH:15][C:16]([Cl:20])=[C:17]([Cl:19])[CH:18]=2)[CH2:5][CH2:4]1.[ClH:21]. The yield is 0.980. The reactants are [CH3:1][NH:2][C@@H:3]1[C:8]2[CH:9]=[CH:10][CH:11]=[CH:12][C:7]=2[C@H:6]([C:13]2[CH:14]=[CH:15][C:16]([Cl:20])=[C:17]([Cl:19])[CH:18]=2)[CH2:5][CH2:4]1.[ClH:21].CC(N(C)C)=O. (5) The catalyst is C(#N)CC.CC([O-])=O.CC([O-])=O.[Pd+2]. The yield is 0.350. The product is [CH3:24][NH:25][C:26](=[O:29])/[CH:27]=[CH:28]/[C:2]1[CH:13]=[N:12][C:5]2[NH:6][C:7](=[O:11])[CH2:8][CH2:9][CH2:10][C:4]=2[CH:3]=1. The reactants are Br[C:2]1[CH:13]=[N:12][C:5]2[NH:6][C:7](=[O:11])[CH2:8][CH2:9][CH2:10][C:4]=2[CH:3]=1.CC1NC2C(C=1[CH2:24][N:25](C)[C:26](=[O:29])[CH:27]=[CH2:28])=CC=CC=2.C1(C)C=CC=CC=1P(C1C=CC=CC=1C)C1C=CC=CC=1C.C(N(C(C)C)CC)(C)C. (6) The reactants are [C:1]([O:5][C:6]([N:8]1[CH2:12][CH2:11][C@H:10]([NH:13][C:14]2[C:15]3[CH2:23][N:22](CC4C=CC=CC=4)[CH2:21][CH2:20][C:16]=3[N:17]=[CH:18][N:19]=2)[CH2:9]1)=[O:7])([CH3:4])([CH3:3])[CH3:2].C([O-])=O.[NH4+].C([O-])(O)=O.[Na+]. The catalyst is CO.C(Cl)Cl.CCOC(C)=O.[OH-].[OH-].[Pd+2]. The product is [C:1]([O:5][C:6]([N:8]1[CH2:12][CH2:11][C@H:10]([NH:13][C:14]2[C:15]3[CH2:23][NH:22][CH2:21][CH2:20][C:16]=3[N:17]=[CH:18][N:19]=2)[CH2:9]1)=[O:7])([CH3:4])([CH3:2])[CH3:3]. The yield is 0.660.